Predict the reaction yield, written as a fraction of the theoretical maximum amount of product (1.0 means a 100% yield; for example, 0.34 means a 34% yield). From a dataset of Reaction yield outcomes from USPTO patents with 853,638 reactions. (1) The product is [F:13][C:14]1[CH:15]=[CH:16][C:17]([CH:20]([CH2:21][C:22]([O:24][CH3:25])=[O:23])[CH:2]([C:1]([O:8][CH3:9])=[O:7])[C:3]([O:5][CH3:6])=[O:4])=[CH:18][CH:19]=1. The reactants are [C:1]([O:8][CH3:9])(=[O:7])[CH2:2][C:3]([O:5][CH3:6])=[O:4].C[O-].[Na+].[F:13][C:14]1[CH:19]=[CH:18][C:17](/[CH:20]=[CH:21]/[C:22]([O:24][CH3:25])=[O:23])=[CH:16][CH:15]=1. The catalyst is CO.C1COCC1. The yield is 0.730. (2) The reactants are [CH3:1][O:2][C:3]1[C:12]2[C:7](=[CH:8][CH:9]=[CH:10][CH:11]=2)[C:6]([O:13][CH3:14])=[CH:5][C:4]=1[CH2:15][OH:16].[Li]CCCC.[CH3:22][S:23]SC.Cl. The catalyst is C1COCC1.O. The product is [CH3:1][O:2][C:3]1[C:12]2[C:7](=[CH:8][CH:9]=[CH:10][CH:11]=2)[C:6]([O:13][CH3:14])=[C:5]([S:23][CH3:22])[C:4]=1[CH2:15][OH:16]. The yield is 0.710. (3) The reactants are [C:1]([N:8]1[CH2:14][CH2:13][CH2:12][NH:11][CH2:10][CH2:9]1)([O:3][C:4]([CH3:7])([CH3:6])[CH3:5])=[O:2].O(C(C)(C)C)[Na].[C:21]1([CH3:27])[CH:26]=[CH:25][CH:24]=[CH:23][CH:22]=1.BrC1C=CC=CC=1C. The catalyst is C(Cl)Cl.C1C=CC(/C=C/C(/C=C/C2C=CC=CC=2)=O)=CC=1.C1C=CC(/C=C/C(/C=C/C2C=CC=CC=2)=O)=CC=1.C1C=CC(/C=C/C(/C=C/C2C=CC=CC=2)=O)=CC=1.[Pd].[Pd]. The product is [C:21]1([CH3:27])[CH:26]=[CH:25][CH:24]=[CH:23][C:22]=1[N:11]1[CH2:12][CH2:13][CH2:14][N:8]([C:1]([O:3][C:4]([CH3:7])([CH3:6])[CH3:5])=[O:2])[CH2:9][CH2:10]1. The yield is 0.480. (4) The reactants are [Cl-].O[NH3+:3].[C:4](=[O:7])([O-])[OH:5].[Na+].CS(C)=O.[CH2:13]([C:15]1[N:16]=[C:17]([CH2:47][CH2:48][CH3:49])[N:18]([CH2:32][C:33]2[CH:38]=[CH:37][C:36]([C:39]3[C:40]([C:45]#[N:46])=[CH:41][CH:42]=[CH:43][CH:44]=3)=[CH:35][CH:34]=2)[C:19](=[O:31])[C:20]=1[C:21]1[CH:26]=[CH:25][C:24]([O:27][CH2:28][CH2:29][CH3:30])=[CH:23][CH:22]=1)[CH3:14]. The catalyst is O. The product is [CH2:13]([C:15]1[N:16]=[C:17]([CH2:47][CH2:48][CH3:49])[N:18]([CH2:32][C:33]2[CH:34]=[CH:35][C:36]([C:39]3[CH:44]=[CH:43][CH:42]=[CH:41][C:40]=3[C:45]3[NH:3][C:4](=[O:7])[O:5][N:46]=3)=[CH:37][CH:38]=2)[C:19](=[O:31])[C:20]=1[C:21]1[CH:22]=[CH:23][C:24]([O:27][CH2:28][CH2:29][CH3:30])=[CH:25][CH:26]=1)[CH3:14]. The yield is 0.660. (5) The reactants are [Cl:1][C:2]1[N:7]=[C:6](Cl)[C:5]([O:9][CH2:10][CH2:11][OH:12])=[C:4]([N:13]2[CH2:18][CH2:17][O:16][CH2:15][CH2:14]2)[N:3]=1.[H-].[Na+]. The catalyst is C1COCC1. The product is [Cl:1][C:2]1[N:3]=[C:4]([N:13]2[CH2:18][CH2:17][O:16][CH2:15][CH2:14]2)[C:5]2[O:9][CH2:10][CH2:11][O:12][C:6]=2[N:7]=1. The yield is 0.900.